This data is from Reaction yield outcomes from USPTO patents with 853,638 reactions. The task is: Predict the reaction yield, written as a fraction of the theoretical maximum amount of product (1.0 means a 100% yield; for example, 0.34 means a 34% yield). (1) The reactants are [Cl-].[Al+3].[Cl-].[Cl-].[C:5](Cl)(=[O:7])[CH3:6].[O:9]1[C:14]2[CH:15]=[CH:16][CH:17]=[CH:18][C:13]=2[CH2:12][CH2:11][CH2:10]1. The catalyst is ClCCl. The product is [O:9]1[C:14]2[CH:15]=[CH:16][C:17]([C:5](=[O:7])[CH3:6])=[CH:18][C:13]=2[CH2:12][CH2:11][CH2:10]1. The yield is 0.990. (2) The reactants are Cl[C:2]1[N:10]=[C:9]([Cl:11])[CH:8]=[CH:7][C:3]=1[C:4]([NH2:6])=[O:5].[O-:12][CH2:13][CH3:14].[Na+].C(O)C. The catalyst is CN(C)C=O. The product is [Cl:11][C:9]1[CH:8]=[CH:7][C:3]([C:4]([NH2:6])=[O:5])=[C:2]([O:12][CH2:13][CH3:14])[N:10]=1. The yield is 0.950. (3) The reactants are Cl[C:2]1[N:7]=[C:6]([NH:8][CH2:9][C:10]([O:12][CH2:13][CH3:14])=[O:11])[CH:5]=[N:4][CH:3]=1.C(=O)([O-])[O-].[K+].[K+].[H][H]. The catalyst is C(O)C.[OH-].[Pd+2].[OH-]. The product is [N:7]1[CH:2]=[CH:3][N:4]=[CH:5][C:6]=1[NH:8][CH2:9][C:10]([O:12][CH2:13][CH3:14])=[O:11]. The yield is 0.760. (4) The reactants are [H-].[Na+].[Br:3][C:4]1[NH:5][C:6]2[C:11]([C:12]=1[CH:13]1[CH2:18][CH2:17][CH2:16][CH2:15][CH2:14]1)=[CH:10][CH:9]=[C:8]([C:19]([O:21][CH3:22])=[O:20])[CH:7]=2.Br[CH2:24][CH:25]1[O:29][CH2:28][CH2:27][O:26]1.[I-].[K+]. The catalyst is CN(C=O)C. The product is [Br:3][C:4]1[N:5]([CH2:24][CH:25]2[O:29][CH2:28][CH2:27][O:26]2)[C:6]2[C:11]([C:12]=1[CH:13]1[CH2:18][CH2:17][CH2:16][CH2:15][CH2:14]1)=[CH:10][CH:9]=[C:8]([C:19]([O:21][CH3:22])=[O:20])[CH:7]=2. The yield is 0.690. (5) The reactants are [CH3:1][C:2]1[CH:11]=[CH:10][C:9]2[C:4](=[CH:5][CH:6]=[C:7]3[O:15][CH2:14][C@H:13]([CH2:16][OH:17])[O:12][C:8]3=2)[N:3]=1.[S:18](Cl)([C:21]1[CH:27]=[CH:26][C:24]([CH3:25])=[CH:23][CH:22]=1)(=[O:20])=[O:19].C(N(CC)CC)C.C(Cl)(Cl)Cl. The catalyst is C(Cl)Cl.O. The product is [CH3:25][C:24]1[CH:26]=[CH:27][C:21]([S:18]([O:17][CH2:16][C@@H:13]2[O:12][C:8]3=[C:9]4[C:4](=[CH:5][CH:6]=[C:7]3[O:15][CH2:14]2)[N:3]=[C:2]([CH3:1])[CH:11]=[CH:10]4)(=[O:20])=[O:19])=[CH:22][CH:23]=1. The yield is 0.880. (6) The reactants are CS(O[CH2:6][CH2:7][N:8]1[CH:16]=[C:15]2[C:10]([CH2:11][CH2:12][C:13]3[C:19]4[C:20]([NH:24][C:25]5[CH:30]=[CH:29][C:28]([O:31][CH2:32][C:33]6[CH:38]=[CH:37][CH:36]=[C:35]([F:39])[CH:34]=6)=[C:27]([Cl:40])[CH:26]=5)=[N:21][CH:22]=[N:23][C:18]=4[S:17][C:14]=32)=[N:9]1)(=O)=O.[CH3:41][N:42]1[CH2:47][CH2:46][NH:45][CH2:44][CH2:43]1.C(N(C(C)C)CC)(C)C. The catalyst is CC#N. The product is [Cl:40][C:27]1[CH:26]=[C:25]([NH:24][C:20]2[N:21]=[CH:22][N:23]=[C:18]3[S:17][C:14]4[C:15]5[C:10]([CH2:11][CH2:12][C:13]=4[C:19]=23)=[N:9][N:8]([CH2:7][CH2:6][N:45]2[CH2:46][CH2:47][N:42]([CH3:41])[CH2:43][CH2:44]2)[CH:16]=5)[CH:30]=[CH:29][C:28]=1[O:31][CH2:32][C:33]1[CH:38]=[CH:37][CH:36]=[C:35]([F:39])[CH:34]=1. The yield is 0.550. (7) The reactants are Cl.[NH2:2][C:3]([C:8]1[CH:13]=[CH:12][C:11]([Cl:14])=[CH:10][CH:9]=1)=[C:4]([CH3:7])[C:5]#[N:6].C(N)(=[S:17])C. No catalyst specified. The product is [NH2:2][C:3]([C:8]1[CH:9]=[CH:10][C:11]([Cl:14])=[CH:12][CH:13]=1)=[C:4]([CH3:7])[C:5]([NH2:6])=[S:17]. The yield is 0.823.